Task: Regression. Given two drug SMILES strings and cell line genomic features, predict the synergy score measuring deviation from expected non-interaction effect.. Dataset: NCI-60 drug combinations with 297,098 pairs across 59 cell lines (1) Drug 1: CCC1=C2CN3C(=CC4=C(C3=O)COC(=O)C4(CC)O)C2=NC5=C1C=C(C=C5)O. Drug 2: CN(CCCl)CCCl.Cl. Cell line: LOX IMVI. Synergy scores: CSS=30.9, Synergy_ZIP=-5.73, Synergy_Bliss=-2.56, Synergy_Loewe=-6.21, Synergy_HSA=0.552. (2) Drug 1: CS(=O)(=O)C1=CC(=C(C=C1)C(=O)NC2=CC(=C(C=C2)Cl)C3=CC=CC=N3)Cl. Drug 2: CCC1=CC2CC(C3=C(CN(C2)C1)C4=CC=CC=C4N3)(C5=C(C=C6C(=C5)C78CCN9C7C(C=CC9)(C(C(C8N6C)(C(=O)OC)O)OC(=O)C)CC)OC)C(=O)OC.C(C(C(=O)O)O)(C(=O)O)O. Cell line: HCC-2998. Synergy scores: CSS=69.3, Synergy_ZIP=15.5, Synergy_Bliss=12.2, Synergy_Loewe=-11.7, Synergy_HSA=12.4. (3) Drug 1: CCC1=C2CN3C(=CC4=C(C3=O)COC(=O)C4(CC)O)C2=NC5=C1C=C(C=C5)O. Drug 2: CS(=O)(=O)CCNCC1=CC=C(O1)C2=CC3=C(C=C2)N=CN=C3NC4=CC(=C(C=C4)OCC5=CC(=CC=C5)F)Cl. Cell line: NCI/ADR-RES. Synergy scores: CSS=38.8, Synergy_ZIP=-4.76, Synergy_Bliss=0.0137, Synergy_Loewe=2.15, Synergy_HSA=3.54. (4) Drug 1: COC1=C(C=C2C(=C1)N=CN=C2NC3=CC(=C(C=C3)F)Cl)OCCCN4CCOCC4. Drug 2: CCCS(=O)(=O)NC1=C(C(=C(C=C1)F)C(=O)C2=CNC3=C2C=C(C=N3)C4=CC=C(C=C4)Cl)F. Cell line: DU-145. Synergy scores: CSS=32.5, Synergy_ZIP=2.82, Synergy_Bliss=4.03, Synergy_Loewe=-7.06, Synergy_HSA=1.70.